Task: Predict the product of the given reaction.. Dataset: Forward reaction prediction with 1.9M reactions from USPTO patents (1976-2016) (1) Given the reactants [Cl:1][C:2]1[CH:7]=[C:6]([Cl:8])[CH:5]=[CH:4][C:3]=1[C:9]1[C:27](=[O:28])[N:26]([CH3:29])[C:12]2[N:13]([CH3:25])[C:14]3[C:19]([C:11]=2[CH:10]=1)=[CH:18][C:17]([C:20]1[NH:24][N:23]=[CH:22][CH:21]=1)=[CH:16][CH:15]=3.Cl[CH2:31][CH2:32][N:33]1[CH2:38][CH2:37][O:36][CH2:35][CH2:34]1, predict the reaction product. The product is: [Cl:1][C:2]1[CH:7]=[C:6]([Cl:8])[CH:5]=[CH:4][C:3]=1[C:9]1[C:27](=[O:28])[N:26]([CH3:29])[C:12]2[N:13]([CH3:25])[C:14]3[C:19]([C:11]=2[CH:10]=1)=[CH:18][C:17]([C:20]1[CH:21]=[CH:22][N:23]([CH2:31][CH2:32][N:33]2[CH2:38][CH2:37][O:36][CH2:35][CH2:34]2)[N:24]=1)=[CH:16][CH:15]=3. (2) Given the reactants [CH2:1]([O:3][C:4](=[O:9])/[CH:5]=[CH:6]/[CH:7]=[O:8])[CH3:2].[N+](C1C=CC=CC=1C(O)=O)([O-])=[O:11].N1[CH2:26][CH2:25][CH2:24][CH2:23]1.[Cl:27][C:28]1C(O)=C(C=[CH:34][CH:35]=1)C=O, predict the reaction product. The product is: [CH2:1]([O:3][C:4]([CH:5]1[C:6]([CH:7]=[O:8])=[CH:34][C:35]2[C:23](=[CH:24][CH:25]=[CH:26][C:28]=2[Cl:27])[O:11]1)=[O:9])[CH3:2]. (3) Given the reactants [CH2:1]([O:4][C:5]1([CH3:45])[CH2:10][CH2:9][N:8]([C:11]2[C:12]3[N:13]([N:28]=[C:29]([C:31]4[CH:32]=[C:33]([C:37]5[CH:42]=[CH:41][C:40]([F:43])=[CH:39][C:38]=5[OH:44])[CH:34]=[CH:35][CH:36]=4)[CH:30]=3)[CH:14]=[C:15]([CH3:27])[C:16]=2[C@H:17]([O:22][C:23]([CH3:26])([CH3:25])[CH3:24])[C:18]([O:20][CH3:21])=[O:19])[CH2:7][CH2:6]1)[CH:2]=[CH2:3].[CH3:46][C@@H:47](O)[CH2:48][CH:49]=[CH2:50].C1C=CC(P(C2C=CC=CC=2)C2C=CC=CC=2)=CC=1.CCOC(/N=N/C(OCC)=O)=O, predict the reaction product. The product is: [CH2:1]([O:4][C:5]1([CH3:45])[CH2:6][CH2:7][N:8]([C:11]2[C:12]3[N:13]([N:28]=[C:29]([C:31]4[CH:32]=[C:33]([C:37]5[CH:42]=[CH:41][C:40]([F:43])=[CH:39][C:38]=5[O:44][C@H:49]([CH2:48][CH:47]=[CH2:46])[CH3:50])[CH:34]=[CH:35][CH:36]=4)[CH:30]=3)[CH:14]=[C:15]([CH3:27])[C:16]=2[C@H:17]([O:22][C:23]([CH3:25])([CH3:24])[CH3:26])[C:18]([O:20][CH3:21])=[O:19])[CH2:9][CH2:10]1)[CH:2]=[CH2:3]. (4) Given the reactants [C:1]([N:8]1[CH2:13][CH2:12][CH:11]([OH:14])[CH2:10][CH2:9]1)([O:3][C:4]([CH3:7])([CH3:6])[CH3:5])=[O:2].[F:15][C:16]1[CH:21]=[CH:20][CH:19]=[CH:18][C:17]=1O.C1(P(C2C=CC=CC=2)C2C=CC=CC=2)C=CC=CC=1.N(C(OCC)=O)=NC(OCC)=O.FC1C=CC=CC=1O[C@H]1CCN(C2N=NC(I)=CC=2)C1, predict the reaction product. The product is: [F:15][C:16]1[CH:21]=[CH:20][CH:19]=[CH:18][C:17]=1[O:14][CH:11]1[CH2:12][CH2:13][N:8]([C:1]([O:3][C:4]([CH3:7])([CH3:6])[CH3:5])=[O:2])[CH2:9][CH2:10]1.